Dataset: Full USPTO retrosynthesis dataset with 1.9M reactions from patents (1976-2016). Task: Predict the reactants needed to synthesize the given product. (1) Given the product [Cl:8][C:7]1[C:2]([Cl:1])=[CH:3][CH:4]=[C:5]([N:9]=[C:10]=[S:11])[N:6]=1, predict the reactants needed to synthesize it. The reactants are: [Cl:1][C:2]1[CH:3]=[CH:4][C:5]([NH2:9])=[N:6][C:7]=1[Cl:8].[C:10](N1C=CC=CC1=O)(N1C=CC=CC1=O)=[S:11]. (2) Given the product [CH3:29][N:30]([CH3:48])[CH2:31][CH2:32][N:33]1[CH:42]([OH:43])[C:41]2[CH:44]=[CH:45][CH:46]=[C:39]3[C:40]=2[C:35](=[CH:36][CH:37]=[CH:38]3)[C:34]1=[O:47], predict the reactants needed to synthesize it. The reactants are: C1C2C3C(=CC=CC=3CN1CCN(C)C)C=CC=2.[Al+3].[Cl-].[Cl-].[Cl-].[H-].[H-].[H-].[H-].[Li+].[Al+3].[CH3:29][N:30]([CH3:48])[CH2:31][CH2:32][N:33]1[C:42](=[O:43])[C:41]2[CH:44]=[CH:45][CH:46]=[C:39]3[C:40]=2[C:35](=[CH:36][CH:37]=[CH:38]3)[C:34]1=[O:47]. (3) Given the product [CH3:1][N:2]1[C:10]2[C:5](=[CH:6][C:7]([NH2:11])=[CH:8][CH:9]=2)[CH:4]=[C:3]1[CH3:14], predict the reactants needed to synthesize it. The reactants are: [CH3:1][N:2]1[C:10]2[C:5](=[CH:6][C:7]([N+:11]([O-])=O)=[CH:8][CH:9]=2)[CH:4]=[C:3]1[CH3:14]. (4) The reactants are: [F:1][C:2]([F:11])([C:5]1[CH:10]=[CH:9][CH:8]=[CH:7][CH:6]=1)[CH2:3][OH:4].[Cl:12][C:13]1[C:18]([C:19]([F:22])([F:21])[F:20])=[C:17](Cl)[CH:16]=[CH:15][N:14]=1. Given the product [Cl:12][C:13]1[C:18]([C:19]([F:20])([F:21])[F:22])=[C:17]([O:4][CH2:3][C:2]([F:11])([F:1])[C:5]2[CH:6]=[CH:7][CH:8]=[CH:9][CH:10]=2)[CH:16]=[CH:15][N:14]=1, predict the reactants needed to synthesize it. (5) Given the product [Cl:61][C:59]1[CH:58]=[CH:57][C:55]2[N:56]=[C:52]([NH:31][C@H:32]3[CH2:36][CH2:35][CH2:34][C@@H:33]3[NH:37][C:38](=[O:50])[C:39]3[CH:44]=[CH:43][CH:42]=[CH:41][C:40]=3[N:45]3[N:46]=[CH:47][CH:48]=[N:49]3)[S:53][C:54]=2[CH:60]=1, predict the reactants needed to synthesize it. The reactants are: O1C2C=CC=CC=2N=C1N[C@H]1CCC[C@@H]1NC(=O)C1C=CC=CC=1N1N=CC=N1.Cl.[NH2:31][C@H:32]1[CH2:36][CH2:35][CH2:34][C@@H:33]1[NH:37][C:38](=[O:50])[C:39]1[CH:44]=[CH:43][CH:42]=[CH:41][C:40]=1[N:45]1[N:49]=[CH:48][CH:47]=[N:46]1.Cl[C:52]1[S:53][C:54]2[CH:60]=[C:59]([Cl:61])[CH:58]=[CH:57][C:55]=2[N:56]=1. (6) Given the product [CH2:29]([N:4]1[CH2:3][CH2:2][N:1]([C:7]2[CH:8]=[C:9]([N:23]3[CH2:24][CH2:25][O:26][CH2:27][CH2:28]3)[CH:10]=[CH:11][C:12]=2[CH:13]2[CH2:14][C:15]([CH3:21])([CH3:22])[CH2:16][C:17]([CH3:20])([CH3:19])[CH2:18]2)[CH2:6][CH2:5]1)[CH2:30][CH2:31][CH3:32], predict the reactants needed to synthesize it. The reactants are: [N:1]1([C:7]2[CH:8]=[C:9]([N:23]3[CH2:28][CH2:27][O:26][CH2:25][CH2:24]3)[CH:10]=[CH:11][C:12]=2[CH:13]2[CH2:18][C:17]([CH3:20])([CH3:19])[CH2:16][C:15]([CH3:22])([CH3:21])[CH2:14]2)[CH2:6][CH2:5][NH:4][CH2:3][CH2:2]1.[CH:29](=O)[CH2:30][CH2:31][CH3:32].C(O[BH-](OC(=O)C)OC(=O)C)(=O)C.[Na+].C(=O)([O-])O.[Na+]. (7) Given the product [CH3:1][S:2][C:3]1[CH:55]=[CH:54][CH:53]=[CH:52][C:4]=1[CH2:5][N:6]1[C:11]([CH3:12])=[CH:10][C:9]([O:13][CH2:14][C:15]2[CH:49]=[CH:48][CH:47]=[CH:46][C:16]=2[CH2:17][NH:18][C:19]([NH:21][C:22]2[N:26]([C:27]3[CH:32]=[CH:31][C:30]([Cl:33])=[C:29]([OH:34])[CH:28]=3)[N:25]=[C:24]([C:42]([CH3:45])([CH3:44])[CH3:43])[CH:23]=2)=[O:20])=[C:8]([Cl:50])[C:7]1=[O:51], predict the reactants needed to synthesize it. The reactants are: [CH3:1][S:2][C:3]1[CH:55]=[CH:54][CH:53]=[CH:52][C:4]=1[CH2:5][N:6]1[C:11]([CH3:12])=[CH:10][C:9]([O:13][CH2:14][C:15]2[CH:49]=[CH:48][CH:47]=[CH:46][C:16]=2[CH2:17][NH:18][C:19]([NH:21][C:22]2[N:26]([C:27]3[CH:32]=[CH:31][C:30]([Cl:33])=[C:29]([O:34][Si](C(C)(C)C)(C)C)[CH:28]=3)[N:25]=[C:24]([C:42]([CH3:45])([CH3:44])[CH3:43])[CH:23]=2)=[O:20])=[C:8]([Cl:50])[C:7]1=[O:51].[F-].[K+].Cl.